Dataset: Full USPTO retrosynthesis dataset with 1.9M reactions from patents (1976-2016). Task: Predict the reactants needed to synthesize the given product. (1) Given the product [Cl:1][C:2]1[CH:7]=[C:6]([Cl:8])[C:5]([O:9][CH3:10])=[CH:4][C:3]=1[NH:11][C:12]1[C:21]2[C:16](=[CH:17][C:18]([O:39][CH2:38][CH2:37][CH2:36][N:33]3[CH2:32][CH2:31][N:30]([CH2:28][CH3:29])[CH2:35][CH2:34]3)=[C:19]([O:22][CH2:23][CH3:24])[CH:20]=2)[N:15]=[CH:14][C:13]=1[C:26]#[N:27], predict the reactants needed to synthesize it. The reactants are: [Cl:1][C:2]1[CH:7]=[C:6]([Cl:8])[C:5]([O:9][CH3:10])=[CH:4][C:3]=1[NH:11][C:12]1[C:21]2[C:16](=[CH:17][C:18](F)=[C:19]([O:22][CH2:23][CH3:24])[CH:20]=2)[N:15]=[CH:14][C:13]=1[C:26]#[N:27].[CH2:28]([N:30]1[CH2:35][CH2:34][N:33]([CH2:36][CH2:37][CH2:38][OH:39])[CH2:32][CH2:31]1)[CH3:29].[H-].[Na+].C(=O)(O)[O-].[Na+]. (2) Given the product [C:1]([O:5][C:6](=[O:17])[CH2:7][CH2:8][N:9]1[CH2:14][CH2:13][N:12]([C:27](=[O:28])[NH:26][C:21]2[CH:22]=[CH:23][C:24]([Cl:25])=[C:19]([Cl:18])[CH:20]=2)[C@@H:11]([CH3:15])[C:10]1=[O:16])([CH3:2])([CH3:4])[CH3:3], predict the reactants needed to synthesize it. The reactants are: [C:1]([O:5][C:6](=[O:17])[CH2:7][CH2:8][N:9]1[CH2:14][CH2:13][NH:12][C@@H:11]([CH3:15])[C:10]1=[O:16])([CH3:4])([CH3:3])[CH3:2].[Cl:18][C:19]1[CH:20]=[C:21]([N:26]=[C:27]=[O:28])[CH:22]=[CH:23][C:24]=1[Cl:25].C(N(CC)CC)C. (3) The reactants are: Cl[C:2]1[N:11]=[C:10]([NH:12][CH2:13][CH:14]([C:21]2[CH:26]=[CH:25][CH:24]=[CH:23][CH:22]=2)[C:15]2[CH:20]=[CH:19][CH:18]=[CH:17][CH:16]=2)[C:9]2[C:4](=[CH:5][CH:6]=[CH:7][CH:8]=2)[N:3]=1.[C:27]([O:31][C:32]([N:34]1[C:42]2[C:37](=[CH:38][CH:39]=[CH:40][CH:41]=2)[C:36](B(O)O)=[CH:35]1)=[O:33])([CH3:30])([CH3:29])[CH3:28].C(NC1C2C(=CC=CC=2)N=C(C2SC3C=CC=CC=3C=2)N=1)(C1C=CC=CC=1)C1C=CC=CC=1. Given the product [C:15]1([CH:14]([C:21]2[CH:26]=[CH:25][CH:24]=[CH:23][CH:22]=2)[CH2:13][NH:12][C:10]2[C:9]3[C:4](=[CH:5][CH:6]=[CH:7][CH:8]=3)[N:3]=[C:2]([C:36]3[C:37]4[C:42](=[CH:41][CH:40]=[CH:39][CH:38]=4)[N:34]([C:32]([O:31][C:27]([CH3:30])([CH3:29])[CH3:28])=[O:33])[CH:35]=3)[N:11]=2)[CH:20]=[CH:19][CH:18]=[CH:17][CH:16]=1, predict the reactants needed to synthesize it. (4) Given the product [Br:1][C:2]1[CH:9]=[CH:8][C:5]([C:6]2([NH2:7])[CH2:12][CH2:11]2)=[C:4]([F:10])[CH:3]=1, predict the reactants needed to synthesize it. The reactants are: [Br:1][C:2]1[CH:9]=[CH:8][C:5]([C:6]#[N:7])=[C:4]([F:10])[CH:3]=1.[CH2:11]([Mg]Br)[CH3:12].B(F)(F)F.CCOCC. (5) Given the product [CH2:28]([O:27][C:25]([NH:19][C@@H:6]1[CH:7]2[CH:13]=[CH:12][CH:11]([CH:10]3[CH:8]2[CH2:9]3)[C@@H:5]1[C:3]([O:2][CH3:1])=[O:4])=[O:26])[C:29]1[CH:38]=[CH:37][CH:36]=[CH:35][CH:34]=1.[CH:11]12[CH:12]=[CH:13][CH:7]([CH:6]([C:14]([O:16][NH:19][C:22]([O:41][CH2:34][C:35]3[CH:40]=[CH:39][CH:38]=[CH:37][CH:36]=3)=[O:26])=[O:15])[CH2:5]1)[CH:8]1[CH:10]2[CH2:9]1, predict the reactants needed to synthesize it. The reactants are: [CH3:1][O:2][C:3]([C@H:5]1[CH:11]2[CH:12]=[CH:13][CH:7]([CH:8]3[CH:10]2[CH2:9]3)[C@H:6]1[C:14]([OH:16])=[O:15])=[O:4].C([N:19]([CH2:22]C)CC)C.Cl[C:25]([O:27][CH2:28][CH3:29])=[O:26].[N-]=[N+]=[N-].[Na+].[CH2:34]([OH:41])[C:35]1[CH:40]=[CH:39][CH:38]=[CH:37][CH:36]=1. (6) Given the product [F:11][C:12]1[C:20]([NH:21][S:22]([CH2:25][CH2:26][CH3:27])(=[O:23])=[O:24])=[CH:19][CH:18]=[C:17]([F:28])[C:13]=1[C:14]([NH:10][C:7]1[CH:8]=[C:9]2[N:1]=[CH:2][NH:3][C:4]2=[N:5][CH:6]=1)=[O:15], predict the reactants needed to synthesize it. The reactants are: [N:1]1[C:9]2[C:4](=[N:5][CH:6]=[C:7]([NH2:10])[CH:8]=2)[NH:3][CH:2]=1.[F:11][C:12]1[C:20]([NH:21][S:22]([CH2:25][CH2:26][CH3:27])(=[O:24])=[O:23])=[CH:19][CH:18]=[C:17]([F:28])[C:13]=1[C:14](O)=[O:15].CCN=C=NCCCN(C)C.ON1C2C=CC=CC=2N=N1.O.